From a dataset of Full USPTO retrosynthesis dataset with 1.9M reactions from patents (1976-2016). Predict the reactants needed to synthesize the given product. (1) Given the product [Cl:1][C:2]1[C:6]([Cl:7])=[C:5]([CH3:8])[NH:4][C:3]=1[C:9]([NH:11][CH:12]1[CH2:17][CH2:16][N:15]([C:18]2[N:23]=[C:22]([S:24][CH:25]([CH3:27])[CH3:26])[N:21]=[C:20]([C:28]([NH2:33])=[O:30])[CH:19]=2)[CH2:14][CH2:13]1)=[O:10], predict the reactants needed to synthesize it. The reactants are: [Cl:1][C:2]1[C:6]([Cl:7])=[C:5]([CH3:8])[NH:4][C:3]=1[C:9]([NH:11][CH:12]1[CH2:17][CH2:16][N:15]([C:18]2[N:23]=[C:22]([S:24][CH:25]([CH3:27])[CH3:26])[N:21]=[C:20]([C:28]([OH:30])=O)[CH:19]=2)[CH2:14][CH2:13]1)=[O:10].N.C[N:33](C(ON1N=NC2C=CC=NC1=2)=[N+](C)C)C.F[P-](F)(F)(F)(F)F. (2) Given the product [CH3:10][C:2]1[CH:7]=[CH:6][CH:5]=[CH:4][C:3]=1[N:8]1[C:22]([C:24]2[CH:33]=[CH:32][C:31]3[C:26](=[CH:27][CH:28]=[CH:29][CH:30]=3)[CH:25]=2)=[N:21][C:19]([CH3:20])=[N:9]1, predict the reactants needed to synthesize it. The reactants are: Cl.[C:2]1([CH3:10])[CH:7]=[CH:6][CH:5]=[CH:4][C:3]=1[NH:8][NH2:9].C(Cl)(Cl)(Cl)Cl.C(O[C:19](=[N:21][C:22]([C:24]1[CH:33]=[CH:32][C:31]2[C:26](=[CH:27][CH:28]=[CH:29][CH:30]=2)[CH:25]=1)=O)[CH3:20])C. (3) Given the product [C:1]([O:26][CH:13]([C:20]1[CH:21]=[CH:22][CH:23]=[CH:24][CH:25]=1)[C:14]1[CH:19]=[CH:18][CH:17]=[CH:16][CH:15]=1)(=[O:3])[CH3:2], predict the reactants needed to synthesize it. The reactants are: [C:1](OC(=O)C)(=[O:3])[CH3:2].S(=O)(=O)(O)O.[CH:13]([OH:26])([C:20]1[CH:25]=[CH:24][CH:23]=[CH:22][CH:21]=1)[C:14]1[CH:19]=[CH:18][CH:17]=[CH:16][CH:15]=1. (4) Given the product [CH3:32][O:31][C:28]1[CH:29]=[CH:30][C:25](/[CH:24]=[N:1]/[C@H:2]([CH2:5][O:6][C:7]2[CH:8]=[CH:9][C:10]([C:13]3[CH:18]=[CH:17][C:16]([O:19][C:20]([F:21])([F:22])[F:23])=[CH:15][CH:14]=3)=[CH:11][CH:12]=2)[CH2:3][OH:4])=[CH:26][CH:27]=1, predict the reactants needed to synthesize it. The reactants are: [NH2:1][C@H:2]([CH2:5][O:6][C:7]1[CH:12]=[CH:11][C:10]([C:13]2[CH:18]=[CH:17][C:16]([O:19][C:20]([F:23])([F:22])[F:21])=[CH:15][CH:14]=2)=[CH:9][CH:8]=1)[CH2:3][OH:4].[CH:24](=O)[C:25]1[CH:30]=[CH:29][C:28]([O:31][CH3:32])=[CH:27][CH:26]=1.CCCCCCC. (5) Given the product [CH3:15][N:14]1[C:5]2[C:4]3[N:3]=[C:2]([NH:1][C:32](=[O:33])[CH2:31][C:25]4[CH:30]=[CH:29][CH:28]=[CH:27][CH:26]=4)[N:11]=[CH:10][C:9]=3[CH:8]=[CH:7][C:6]=2[C:12]([C:16]([NH2:18])=[O:17])=[N:13]1, predict the reactants needed to synthesize it. The reactants are: [NH2:1][C:2]1[N:11]=[CH:10][C:9]2[CH:8]=[CH:7][C:6]3[C:12]([C:16]([NH2:18])=[O:17])=[N:13][N:14]([CH3:15])[C:5]=3[C:4]=2[N:3]=1.N1C=CC=CC=1.[C:25]1([CH2:31][C:32](Cl)=[O:33])[CH:30]=[CH:29][CH:28]=[CH:27][CH:26]=1.